This data is from Peptide-MHC class I binding affinity with 185,985 pairs from IEDB/IMGT. The task is: Regression. Given a peptide amino acid sequence and an MHC pseudo amino acid sequence, predict their binding affinity value. This is MHC class I binding data. (1) The peptide sequence is FRNLAYGRTCVLGK. The MHC is HLA-B44:02 with pseudo-sequence HLA-B44:02. The binding affinity (normalized) is 0. (2) The binding affinity (normalized) is 0.0847. The peptide sequence is DMYFCHFYK. The MHC is HLA-B57:01 with pseudo-sequence HLA-B57:01. (3) The peptide sequence is FLPSDYFPSV. The MHC is HLA-A02:02 with pseudo-sequence HLA-A02:02. The binding affinity (normalized) is 0.761. (4) The peptide sequence is VIFRLMRTN. The MHC is HLA-A11:01 with pseudo-sequence HLA-A11:01. The binding affinity (normalized) is 0. (5) The peptide sequence is MFQSVLDGKL. The MHC is Mamu-B17 with pseudo-sequence Mamu-B17. The binding affinity (normalized) is 0.218. (6) The peptide sequence is YYSLLMPIL. The MHC is HLA-A24:02 with pseudo-sequence HLA-A24:02. The binding affinity (normalized) is 0.